This data is from Peptide-MHC class II binding affinity with 134,281 pairs from IEDB. The task is: Regression. Given a peptide amino acid sequence and an MHC pseudo amino acid sequence, predict their binding affinity value. This is MHC class II binding data. (1) The peptide sequence is NLYKLHGGHVSCRVKHHHHHH. The MHC is DRB1_0301 with pseudo-sequence DRB1_0301. The binding affinity (normalized) is 0.640. (2) The peptide sequence is SADEVQRMMAEIDTD. The MHC is HLA-DQA10401-DQB10402 with pseudo-sequence HLA-DQA10401-DQB10402. The binding affinity (normalized) is 0.337. (3) The peptide sequence is LIEDYFEALSLQLSG. The MHC is DRB5_0101 with pseudo-sequence DRB5_0101. The binding affinity (normalized) is 0.656. (4) The peptide sequence is FTVVAAKPGFNNHEENGQSA. The MHC is DRB1_0301 with pseudo-sequence DRB1_0301. The binding affinity (normalized) is 0.